The task is: Predict the reactants needed to synthesize the given product.. This data is from Full USPTO retrosynthesis dataset with 1.9M reactions from patents (1976-2016). (1) Given the product [C:39]([C:38]([CH3:42])([CH3:41])[C:35]1[CH:36]=[CH:37][C:32]([NH:31][C:7](=[O:9])[C:6]2[CH:10]=[C:11]([O:12][CH3:13])[C:3]([O:2][CH3:1])=[CH:4][C:5]=2[N+:14]([O-:16])=[O:15])=[CH:33][CH:34]=1)#[N:40], predict the reactants needed to synthesize it. The reactants are: [CH3:1][O:2][C:3]1[C:11]([O:12][CH3:13])=[CH:10][C:6]([C:7]([OH:9])=O)=[C:5]([N+:14]([O-:16])=[O:15])[CH:4]=1.C1C=CC2N(O)N=NC=2C=1.C(Cl)CCl.[NH2:31][C:32]1[CH:37]=[CH:36][C:35]([C:38]([CH3:42])([CH3:41])[C:39]#[N:40])=[CH:34][CH:33]=1. (2) Given the product [C:17]1([S:23]([CH:4]2[CH2:5][CH2:6][CH2:7][N:2]([CH3:1])[C:3]2=[O:8])(=[O:34])=[O:42])[CH:22]=[CH:21][CH:20]=[CH:19][CH:18]=1, predict the reactants needed to synthesize it. The reactants are: [CH3:1][N:2]1[CH2:7][CH2:6][CH2:5][CH2:4][C:3]1=[O:8].C([N-]C(C)C)(C)C.[Li+].[C:17]1([S:23][S:23][C:17]2[CH:22]=[CH:21][CH:20]=[CH:19][CH:18]=2)[CH:22]=[CH:21][CH:20]=[CH:19][CH:18]=1.CN(C)P(N(C)C)(N(C)C)=[O:34].[OH2:42]. (3) The reactants are: [Cl:1][C:2]1[CH:7]=[C:6]([F:8])[CH:5]=[CH:4][C:3]=1[NH:9][S:10]([CH:13]1[C:18]([C:19]([O:21][CH2:22][CH3:23])=[O:20])=[CH:17][CH2:16][CH2:15][CH2:14]1)(=[O:12])=[O:11].I[CH2:25][O:26][C:27]([O:29][CH2:30][CH2:31][CH2:32][C:33]([O:35][CH2:36][C:37]1[CH:42]=[CH:41][CH:40]=[CH:39][CH:38]=1)=[O:34])=[O:28].C(=O)([O-])[O-].[K+].[K+]. Given the product [CH2:36]([O:35][C:33](=[O:34])[CH2:32][CH2:31][CH2:30][O:29][C:27]([O:26][CH2:25][N:9]([C:3]1[CH:4]=[CH:5][C:6]([F:8])=[CH:7][C:2]=1[Cl:1])[S:10]([CH:13]1[C:18]([C:19]([O:21][CH2:22][CH3:23])=[O:20])=[CH:17][CH2:16][CH2:15][CH2:14]1)(=[O:11])=[O:12])=[O:28])[C:37]1[CH:38]=[CH:39][CH:40]=[CH:41][CH:42]=1, predict the reactants needed to synthesize it. (4) Given the product [Cl:2][C:3]1[CH:4]=[C:5]2[C:9](=[CH:10][CH:11]=1)[N:8]([CH2:29][CH2:28][C:27]([OH:26])=[O:30])[C:7]([C:12]1[CH:17]=[CH:16][CH:15]=[CH:32][N:33]=1)=[C:6]2[CH3:18], predict the reactants needed to synthesize it. The reactants are: Cl.[Cl:2][C:3]1[CH:4]=[C:5]2[C:9](=[CH:10][CH:11]=1)[NH:8][C:7]([C:12]1C=N[CH:15]=[CH:16][CH:17]=1)=[C:6]2[CH3:18].CC(C)([O-])C.[K+].C[O:26][C:27](=[O:30])[CH:28]=[CH2:29].Cl.[CH3:32][N:33](C=O)C. (5) Given the product [CH2:22]([N:12]([CH:13]1[CH2:18][CH2:17][O:16][CH2:15][CH2:14]1)[C:3]1[C:2]([CH3:1])=[C:7]([C:8]([OH:10])=[O:9])[CH:6]=[CH:5][N:4]=1)[CH3:23], predict the reactants needed to synthesize it. The reactants are: [CH3:1][C:2]1[C:3]([NH:12][CH:13]2[CH2:18][CH2:17][O:16][CH2:15][CH2:14]2)=[N:4][CH:5]=[CH:6][C:7]=1[C:8]([O:10]C)=[O:9].[H-].[Na+].I[CH2:22][CH3:23].Cl.O1CCOCC1. (6) Given the product [C:16]([NH:24][C:25]([NH:15][C:4]1[CH:5]=[C:6]([N:9]2[CH2:10][CH2:11][O:12][CH2:13][CH2:14]2)[CH:7]=[CH:8][C:3]=1[O:2][CH3:1])=[S:26])(=[O:23])[C:17]1[CH:22]=[CH:21][CH:20]=[CH:19][CH:18]=1, predict the reactants needed to synthesize it. The reactants are: [CH3:1][O:2][C:3]1[CH:8]=[CH:7][C:6]([N:9]2[CH2:14][CH2:13][O:12][CH2:11][CH2:10]2)=[CH:5][C:4]=1[NH2:15].[C:16]([N:24]=[C:25]=[S:26])(=[O:23])[C:17]1[CH:22]=[CH:21][CH:20]=[CH:19][CH:18]=1. (7) Given the product [CH3:9][Si:10]([CH3:12])([CH3:11])[C:13]#[C:14][C:2]1[CH:7]=[CH:6][CH:5]=[CH:4][C:3]=1[CH3:8], predict the reactants needed to synthesize it. The reactants are: I[C:2]1[CH:7]=[CH:6][CH:5]=[CH:4][C:3]=1[CH3:8].[CH3:9][Si:10]([C:13]#[CH:14])([CH3:12])[CH3:11].Cl.